This data is from Catalyst prediction with 721,799 reactions and 888 catalyst types from USPTO. The task is: Predict which catalyst facilitates the given reaction. Reactant: [F:1][C:2]1[CH:18]=[CH:17][CH:16]=[CH:15][C:3]=1[C:4]([NH:6][NH:7]C(OC(C)(C)C)=O)=[S:5].[F:19][C:20]([F:25])([F:24])[C:21]([OH:23])=[O:22]. Product: [F:19][C:20]([F:25])([F:24])[C:21]([OH:23])=[O:22].[F:1][C:2]1[CH:18]=[CH:17][CH:16]=[CH:15][C:3]=1[C:4]([NH:6][NH2:7])=[S:5]. The catalyst class is: 4.